This data is from Reaction yield outcomes from USPTO patents with 853,638 reactions. The task is: Predict the reaction yield, written as a fraction of the theoretical maximum amount of product (1.0 means a 100% yield; for example, 0.34 means a 34% yield). (1) The reactants are Br[C:2]1[CH:10]=[C:9]([CH3:11])[C:8]2[N:7]([C:12]([O:14][C:15]([CH3:18])([CH3:17])[CH3:16])=[O:13])[C@H:6]3[CH2:19][CH2:20][N:21]([C:23]([O:25][C:26]([CH3:29])([CH3:28])[CH3:27])=[O:24])[CH2:22][C@H:5]3[C:4]=2[CH:3]=1.C(=[NH:43])(C1C=CC=CC=1)C1C=CC=CC=1.C1C=CC(P(C2C=CC3C(=CC=CC=3)C=2C2C3C(=CC=CC=3)C=CC=2P(C2C=CC=CC=2)C2C=CC=CC=2)C2C=CC=CC=2)=CC=1.CC(C)([O-])C.[Na+].Cl.NO. The catalyst is C1(C)C=CC=CC=1.C1C=CC(/C=C/C(/C=C/C2C=CC=CC=2)=O)=CC=1.C1C=CC(/C=C/C(/C=C/C2C=CC=CC=2)=O)=CC=1.C1C=CC(/C=C/C(/C=C/C2C=CC=CC=2)=O)=CC=1.[Pd].[Pd]. The product is [NH2:43][C:2]1[CH:10]=[C:9]([CH3:11])[C:8]2[N:7]([C:12]([O:14][C:15]([CH3:18])([CH3:17])[CH3:16])=[O:13])[C@H:6]3[CH2:19][CH2:20][N:21]([C:23]([O:25][C:26]([CH3:29])([CH3:28])[CH3:27])=[O:24])[CH2:22][C@H:5]3[C:4]=2[CH:3]=1. The yield is 0.740. (2) The reactants are [C:1]([O:5][C:6](=[O:25])[N:7]([CH2:23][CH3:24])[CH2:8][CH2:9][N:10]1[CH2:15][CH2:14][C:13]2[NH:16][C:17]([CH:20]=O)=[C:18]([CH3:19])[C:12]=2[C:11]1=[O:22])([CH3:4])([CH3:3])[CH3:2].[F:26][C:27]1[CH:28]=[C:29]2[C:33](=[CH:34][CH:35]=1)N[C:31](=[O:36])[CH2:30]2.N1CCCC[CH2:38]1. The catalyst is C(O)C. The product is [C:1]([O:5][C:6](=[O:25])[N:7]([CH2:23][CH3:24])[CH2:8][CH2:9][N:10]1[CH2:15][CH2:14][C:13]2[NH:16][C:17]([CH:20]=[C:30]3[C:29]4[C:33](=[CH:34][CH:35]=[C:27]([F:26])[CH:28]=4)[CH2:38][C:31]3=[O:36])=[C:18]([CH3:19])[C:12]=2[C:11]1=[O:22])([CH3:4])([CH3:3])[CH3:2]. The yield is 0.500. (3) The reactants are Br[C:2]1[C:6]2[N:7]=[C:8]([Cl:11])[N:9]=[CH:10][C:5]=2[N:4]([C:12]([C:25]2[CH:30]=[CH:29][CH:28]=[CH:27][CH:26]=2)([C:19]2[CH:24]=[CH:23][CH:22]=[CH:21][CH:20]=2)[C:13]2[CH:18]=[CH:17][CH:16]=[CH:15][CH:14]=2)[CH:3]=1.[Li]CCCC.CCCCCC.[Si:42]([O:49][CH:50]1[CH2:55][CH2:54][C:53](=[O:56])[CH2:52][CH2:51]1)([C:45]([CH3:48])([CH3:47])[CH3:46])([CH3:44])[CH3:43]. The catalyst is C1COCC1. The product is [Si:42]([O:49][CH:50]1[CH2:55][CH2:54][C:53]([C:2]2[C:6]3[N:7]=[C:8]([Cl:11])[N:9]=[CH:10][C:5]=3[N:4]([C:12]([C:19]3[CH:24]=[CH:23][CH:22]=[CH:21][CH:20]=3)([C:13]3[CH:18]=[CH:17][CH:16]=[CH:15][CH:14]=3)[C:25]3[CH:30]=[CH:29][CH:28]=[CH:27][CH:26]=3)[CH:3]=2)([OH:56])[CH2:52][CH2:51]1)([C:45]([CH3:48])([CH3:47])[CH3:46])([CH3:44])[CH3:43]. The yield is 0.760. (4) The reactants are [CH3:1][C:2]1[C:10]2[C:5](=[C:6]([CH3:11])[CH:7]=[CH:8][CH:9]=2)[NH:4][C:3]=1[C:12](OCC)=[O:13].[H-].[H-].[H-].[H-].[Li+].[Al+3]. The catalyst is C1COCC1. The product is [CH3:1][C:2]1[C:10]2[C:5](=[C:6]([CH3:11])[CH:7]=[CH:8][CH:9]=2)[NH:4][C:3]=1[CH2:12][OH:13]. The yield is 0.300. (5) The reactants are [OH:1][C@:2]12[CH2:19][C:18](=[O:20])[CH2:17][CH2:16][C@:15]1([CH3:21])[C@@H:14]1[C@H:5]([C@H:6]3[C@@:10]([CH2:12][CH2:13]1)([CH3:11])[C:9](=[O:22])[CH2:8][CH2:7]3)[CH2:4][CH2:3]2.[CH2:23]1[CH2:46]OC2(CC[C@H]3[C@H]4[C@H](CC[C@]23C)[C@]2(C)C(C[C@@H](O)CC2)=CC4)[O:24]1.C1C=C(Cl)C=C(C(OO)=O)C=1.[H-].[H-].[H-].[H-].[Li+].[Al+3]. No catalyst specified. The yield is 0.550. The product is [CH2:46]1[CH2:23][O:24][C:9]2([CH2:8][CH2:7][C@H:6]3[C@H:5]4[C@H:14]([CH2:13][CH2:12][C@:10]23[CH3:11])[C@:15]2([CH3:21])[C@:2]([OH:1])([CH2:19][C:18](=[O:20])[CH2:17][CH2:16]2)[CH2:3][CH2:4]4)[O:22]1. (6) The reactants are [CH2:1]([O:8][C:9]([N:11](C(OCC1C=CC=CC=1)=O)[C:12]1[C:21]2[N:22]=[C:23]([CH2:30][O:31][CH2:32][CH3:33])[N:24]([CH2:25][C:26]([OH:29])([CH3:28])[CH3:27])[C:20]=2[C:19]2[CH:18]=[CH:17][C:16]([CH2:34][CH2:35][C:36]([O:38][CH2:39][CH3:40])=[O:37])=[CH:15][C:14]=2[N:13]=1)=[O:10])[C:2]1[CH:7]=[CH:6][CH:5]=[CH:4][CH:3]=1.[CH2:51]([N:58]([CH2:63][C:64]1[CH:69]=[CH:68][CH:67]=[CH:66][CH:65]=1)[CH2:59][C:60](O)=[O:61])[C:52]1[CH:57]=[CH:56][CH:55]=[CH:54][CH:53]=1.C(N=C=NCCCN(C)C)C. The catalyst is CN(C1C=CN=CC=1)C.ClCCl. The product is [CH2:1]([O:8][C:9]([NH:11][C:12]1[C:21]2[N:22]=[C:23]([CH2:30][O:31][CH2:32][CH3:33])[N:24]([CH2:25][C:26]([O:29][C:60](=[O:61])[CH2:59][N:58]([CH2:51][C:52]3[CH:57]=[CH:56][CH:55]=[CH:54][CH:53]=3)[CH2:63][C:64]3[CH:69]=[CH:68][CH:67]=[CH:66][CH:65]=3)([CH3:28])[CH3:27])[C:20]=2[C:19]2[CH:18]=[CH:17][C:16]([CH2:34][CH2:35][C:36]([O:38][CH2:39][CH3:40])=[O:37])=[CH:15][C:14]=2[N:13]=1)=[O:10])[C:2]1[CH:7]=[CH:6][CH:5]=[CH:4][CH:3]=1. The yield is 0.520. (7) The reactants are [CH:1]1([C:4]([C:6]2[CH:11]=[CH:10][C:9](Cl)=[C:8]([N+:13]([O-:15])=[O:14])[CH:7]=2)=[O:5])[CH2:3][CH2:2]1.[C:16]([NH:23][CH:24]1[CH2:29][CH2:28][CH2:27][NH:26][CH2:25]1)([O:18][C:19]([CH3:22])([CH3:21])[CH3:20])=[O:17]. No catalyst specified. The product is [CH:1]1([C:4]([C:6]2[CH:11]=[CH:10][C:9]([N:26]3[CH2:27][CH2:28][CH2:29][CH:24]([NH:23][C:16](=[O:17])[O:18][C:19]([CH3:21])([CH3:20])[CH3:22])[CH2:25]3)=[C:8]([N+:13]([O-:15])=[O:14])[CH:7]=2)=[O:5])[CH2:3][CH2:2]1. The yield is 0.960. (8) The reactants are [CH3:1][O:2][C:3]1[CH:4]=[C:5]2[C:10](=[CH:11][C:12]=1[O:13][CH3:14])[N:9]=[CH:8][CH:7]=[C:6]2[O:15][C:16]1[CH:21]=[CH:20][C:19]([NH:22][C:23]([C:25]2([C:28](O)=[O:29])[CH2:27][CH2:26]2)=[O:24])=[CH:18][CH:17]=1.[C:31]([O:35][C:36](=[O:46])[NH:37][CH2:38][C:39]1[CH:44]=[CH:43][C:42](N)=[CH:41][CH:40]=1)([CH3:34])([CH3:33])[CH3:32].C[N:48](C(ON1N=NC2C=CC=NC1=2)=[N+](C)C)C.F[P-](F)(F)(F)(F)F.CCN(C(C)C)C(C)C. The catalyst is O.CC(N(C)C)=O. The product is [C:31]([O:35][C:36](=[O:46])[NH:37][CH2:38][C:39]1[CH:44]=[CH:43][CH:42]=[C:41]([NH:48][C:28]([C:25]2([C:23](=[O:24])[NH:22][C:19]3[CH:18]=[CH:17][C:16]([O:15][C:6]4[C:5]5[C:10](=[CH:11][C:12]([O:13][CH3:14])=[C:3]([O:2][CH3:1])[CH:4]=5)[N:9]=[CH:8][CH:7]=4)=[CH:21][CH:20]=3)[CH2:26][CH2:27]2)=[O:29])[CH:40]=1)([CH3:34])([CH3:33])[CH3:32]. The yield is 0.790. (9) The reactants are [C:1]1([C:7](=[CH:11][C:12]2[CH:17]=[CH:16][C:15]([OH:18])=[C:14]([O:19][CH3:20])[CH:13]=2)C(O)=O)[CH:6]=[CH:5][CH:4]=[CH:3][CH:2]=1.C([O-])(O)=O.[Na+]. The catalyst is C(O)CO. The product is [OH:18][C:15]1[CH:16]=[CH:17][C:12]([CH:11]=[CH:7][C:1]2[CH:2]=[CH:3][CH:4]=[CH:5][CH:6]=2)=[CH:13][C:14]=1[O:19][CH3:20]. The yield is 0.690. (10) The reactants are Cl[C:2]1[C:7]([C:8]([NH:10][CH2:11][C:12]2[CH:17]=[CH:16][CH:15]=[C:14]([F:18])[CH:13]=2)=[O:9])=[C:6]([CH3:19])[CH:5]=[C:4]([N:20]2[CH2:25][CH2:24][O:23][CH2:22][CH2:21]2)[N:3]=1.[CH:26](/B(O)O)=[CH:27]\[CH3:28].CCO. The catalyst is C1(C)C=CC=CC=1.C1C=CC([P]([Pd]([P](C2C=CC=CC=2)(C2C=CC=CC=2)C2C=CC=CC=2)([P](C2C=CC=CC=2)(C2C=CC=CC=2)C2C=CC=CC=2)[P](C2C=CC=CC=2)(C2C=CC=CC=2)C2C=CC=CC=2)(C2C=CC=CC=2)C2C=CC=CC=2)=CC=1. The product is [F:18][C:14]1[CH:13]=[C:12]([CH:17]=[CH:16][CH:15]=1)[CH2:11][NH:10][C:8]([C:7]1[C:2](/[CH:26]=[CH:27]/[CH3:28])=[N:3][C:4]([N:20]2[CH2:25][CH2:24][O:23][CH2:22][CH2:21]2)=[CH:5][C:6]=1[CH3:19])=[O:9]. The yield is 0.740.